Predict the reactants needed to synthesize the given product. From a dataset of Full USPTO retrosynthesis dataset with 1.9M reactions from patents (1976-2016). (1) Given the product [C:2]1([CH:1]=[C:10]([C:9]#[N:13])[C:11]#[N:12])[CH:7]=[CH:6][CH:5]=[CH:4][CH:3]=1, predict the reactants needed to synthesize it. The reactants are: [CH:1](=O)[C:2]1[CH:7]=[CH:6][CH:5]=[CH:4][CH:3]=1.[C:9](#[N:13])[CH2:10][C:11]#[N:12].N1CCCCC1. (2) Given the product [NH2:23][C:20]1[N:21]=[CH:22][C:17]([C:3]2[CH:4]=[CH:5][C:6]([C:25]3[CH:30]=[CH:29][CH:28]=[CH:27][C:26]=3[NH:31][S:32]([CH2:35][CH:36]([CH3:38])[CH3:37])(=[O:34])=[O:33])=[CH:7][C:2]=2[F:1])=[N:18][CH:19]=1, predict the reactants needed to synthesize it. The reactants are: [F:1][C:2]1[CH:7]=[C:6](B2OC(C)(C)C(C)(C)O2)[CH:5]=[CH:4][C:3]=1[C:17]1[N:18]=[CH:19][C:20]([NH2:23])=[N:21][CH:22]=1.Br[C:25]1[CH:30]=[CH:29][CH:28]=[CH:27][C:26]=1[NH:31][S:32]([CH2:35][CH:36]([CH3:38])[CH3:37])(=[O:34])=[O:33]. (3) Given the product [C:36]([C:35]([O:34][C:31]1[CH:30]=[CH:29][C:28]([C:23]2[CH:24]=[CH:25][C:26]([CH3:27])=[C:21]([CH2:20][N:13]3[C:14]4[C:19](=[CH:18][CH:17]=[CH:16][CH:15]=4)[C:11]([C:8]4[CH:9]=[CH:10][C:5]([C:1]([CH3:3])([CH3:2])[CH3:4])=[CH:6][CH:7]=4)=[C:12]3[C:43]([OH:45])=[O:44])[CH:22]=2)=[CH:33][CH:32]=1)([CH3:42])[CH3:41])([OH:38])=[O:37], predict the reactants needed to synthesize it. The reactants are: [C:1]([C:5]1[CH:10]=[CH:9][C:8]([C:11]2[C:19]3[C:14](=[CH:15][CH:16]=[CH:17][CH:18]=3)[N:13]([CH2:20][C:21]3[CH:22]=[C:23]([C:28]4[CH:33]=[CH:32][C:31]([O:34][C:35]([CH3:42])([CH3:41])[C:36]([O:38]CC)=[O:37])=[CH:30][CH:29]=4)[CH:24]=[CH:25][C:26]=3[CH3:27])[C:12]=2[C:43]([O:45]CC)=[O:44])=[CH:7][CH:6]=1)([CH3:4])([CH3:3])[CH3:2].[OH-].[Na+].Cl. (4) Given the product [CH2:13]([C:17]1[N:18]=[C:19]([CH3:46])[N:20]([CH2:39][C:40]2[CH:45]=[CH:44][CH:43]=[CH:42][N:41]=2)[C:21](=[O:38])[C:22]=1[CH2:23][C:24]1[CH:25]=[CH:26][C:27]([C:30]2[CH:35]=[CH:34][CH:33]=[CH:32][C:31]=2[C:36]2[NH:3][C:4](=[O:7])[O:5][N:37]=2)=[CH:28][CH:29]=1)[CH2:14][CH2:15][CH3:16], predict the reactants needed to synthesize it. The reactants are: [Cl-].O[NH3+:3].[C:4](=[O:7])([O-])[OH:5].[Na+].CS(C)=O.[CH2:13]([C:17]1[N:18]=[C:19]([CH3:46])[N:20]([CH2:39][C:40]2[CH:45]=[CH:44][CH:43]=[CH:42][N:41]=2)[C:21](=[O:38])[C:22]=1[CH2:23][C:24]1[CH:29]=[CH:28][C:27]([C:30]2[C:31]([C:36]#[N:37])=[CH:32][CH:33]=[CH:34][CH:35]=2)=[CH:26][CH:25]=1)[CH2:14][CH2:15][CH3:16]. (5) Given the product [O:13]1[CH2:14][CH2:15][CH2:16][CH2:17][CH:12]1[O:11][CH:7]1[C:6]2[S:5][CH:4]=[N:3][C:2]=2[O:10][CH2:9][CH2:8]1, predict the reactants needed to synthesize it. The reactants are: Cl[C:2]1[N:3]=[CH:4][S:5][C:6]=1[CH:7]([O:11][CH:12]1[CH2:17][CH2:16][CH2:15][CH2:14][O:13]1)[CH2:8][CH2:9][OH:10].C(P(C(C)(C)C)C1C=CC2C(=CC=CC=2)C=1C1C2C(=CC=CC=2)C=CC=1)(C)(C)C.C([O-])([O-])=O.[Cs+].[Cs+].